From a dataset of CYP1A2 inhibition data for predicting drug metabolism from PubChem BioAssay. Regression/Classification. Given a drug SMILES string, predict its absorption, distribution, metabolism, or excretion properties. Task type varies by dataset: regression for continuous measurements (e.g., permeability, clearance, half-life) or binary classification for categorical outcomes (e.g., BBB penetration, CYP inhibition). Dataset: cyp1a2_veith. (1) The compound is COc1ccccc1CN1CC[C@@]2(CCCN(C(=O)c3cnccn3)C2)C1. The result is 0 (non-inhibitor). (2) The drug is O=C(CN1C(=O)C2C3C=CC(C3)C2C1=O)NC1CCCc2ccccc21. The result is 0 (non-inhibitor). (3) The drug is Nc1cc(N)nc(SCC(=O)c2ccccc2)n1. The result is 0 (non-inhibitor). (4) The molecule is C(=C/c1nnc(-c2cccs2)o1)\c1ccccc1. The result is 1 (inhibitor). (5) The molecule is CN1C(=O)/C(=N\OC(=O)c2cccc3ccccc23)c2ccccc21. The result is 1 (inhibitor). (6) The molecule is CCOC(=O)c1cncn1[C@H](C)c1ccccc1. The result is 1 (inhibitor). (7) The result is 1 (inhibitor). The molecule is COCCCn1c(SCc2nnc(-c3ccccc3)o2)nc2sc3c(c2c1=O)CCC3.